This data is from Retrosynthesis with 50K atom-mapped reactions and 10 reaction types from USPTO. The task is: Predict the reactants needed to synthesize the given product. Given the product CC1(O)CCc2ccccc21, predict the reactants needed to synthesize it. The reactants are: C[Mg+].O=C1CCc2ccccc21.